Task: Predict which catalyst facilitates the given reaction.. Dataset: Catalyst prediction with 721,799 reactions and 888 catalyst types from USPTO Reactant: CC([O-])(C)C.[Li+].[Br:7][C:8]1[CH:9]=[CH:10][C:11]([C:15]([O:17][CH3:18])=[O:16])=[N:12][C:13]=1Cl.[F:19][CH2:20][CH2:21][OH:22].Cl. Product: [Br:7][C:8]1[CH:9]=[CH:10][C:11]([C:15]([O:17][CH3:18])=[O:16])=[N:12][C:13]=1[O:22][CH2:21][CH2:20][F:19]. The catalyst class is: 18.